From a dataset of Forward reaction prediction with 1.9M reactions from USPTO patents (1976-2016). Predict the product of the given reaction. (1) The product is: [CH2:1]([O:3][C:4]([C:5](=[N:9][NH:10][C:11]1[C:12]([O:18][CH3:19])=[C:13]([C:28]2[CH:27]=[CH:26][CH:25]=[C:24]([C:21]([OH:23])=[O:22])[CH:29]=2)[CH:14]=[CH:15][CH:16]=1)[C:6](=[O:8])[CH3:7])=[O:20])[CH3:2]. Given the reactants [CH2:1]([O:3][C:4](=[O:20])[C:5](=[N:9][NH:10][C:11]1[CH:16]=[CH:15][CH:14]=[C:13](Br)[C:12]=1[O:18][CH3:19])[C:6](=[O:8])[CH3:7])[CH3:2].[C:21]([C:24]1[CH:25]=[C:26](B(O)O)[CH:27]=[CH:28][CH:29]=1)([OH:23])=[O:22].C(=O)([O-])[O-].[K+].[K+], predict the reaction product. (2) Given the reactants C(OC(=O)[NH:7][C:8]1[C:13]([C:14](=[O:19])[C:15]([F:18])([F:17])[F:16])=[CH:12][CH:11]=[C:10]([NH:20][CH2:21][CH2:22][NH:23]C(OC(C)(C)C)=O)[N:9]=1)(C)(C)C.[ClH:32], predict the reaction product. The product is: [ClH:32].[NH2:7][C:8]1[C:13]([C:14](=[O:19])[C:15]([F:16])([F:18])[F:17])=[CH:12][CH:11]=[C:10]([NH:20][CH2:21][CH2:22][NH2:23])[N:9]=1. (3) Given the reactants [CH:1]([C:4]1[N:8]([C:9]2[CH:10]=[C:11]([C:22](O)=[O:23])[CH:12]=[C:13]([C:15]3[CH:20]=[CH:19][C:18]([CH3:21])=[CH:17][CH:16]=3)[CH:14]=2)[C:7]([CH3:25])=[N:6][N:5]=1)([CH3:3])[CH3:2].[N:26]1[CH:31]=[CH:30][N:29]=[CH:28][C:27]=1[CH:32]([NH2:34])[CH3:33], predict the reaction product. The product is: [N:26]1[CH:31]=[CH:30][N:29]=[CH:28][C:27]=1[CH:32]([NH:34][C:22]([C:11]1[CH:12]=[C:13]([C:15]2[CH:16]=[CH:17][C:18]([CH3:21])=[CH:19][CH:20]=2)[CH:14]=[C:9]([N:8]2[C:7]([CH3:25])=[N:6][N:5]=[C:4]2[CH:1]([CH3:3])[CH3:2])[CH:10]=1)=[O:23])[CH3:33]. (4) Given the reactants Cl[C:2]([O:4][CH2:5][C:6]1[CH:11]=[CH:10][CH:9]=[CH:8][CH:7]=1)=[O:3].[NH2:12][C:13]1[CH:14]=[C:15]2[C:19](=[CH:20][CH:21]=1)[NH:18][N:17]=[CH:16]2.N1C=CC=CC=1.O.[OH-].[Li+].CO, predict the reaction product. The product is: [CH2:5]([O:4][C:2]([NH:12][C:13]1[CH:14]=[C:15]2[C:19](=[CH:20][CH:21]=1)[NH:18][N:17]=[CH:16]2)=[O:3])[C:6]1[CH:11]=[CH:10][CH:9]=[CH:8][CH:7]=1.